From a dataset of Catalyst prediction with 721,799 reactions and 888 catalyst types from USPTO. Predict which catalyst facilitates the given reaction. (1) Reactant: [C:1]12[C:7](=[CH:8][CH:9]=[CH:10][CH:11]=1)[NH:6][C:5](=[O:12])[O:4][C:2]2=[O:3].[N+:13]([O-])([OH:15])=[O:14]. Product: [N+:13]([C:10]1[CH:11]=[C:1]2[C:2]([O:4][C:5](=[O:12])[NH:6][C:7]2=[CH:8][CH:9]=1)=[O:3])([O-:15])=[O:14]. The catalyst class is: 15. (2) Reactant: [CH3:1][NH:2][C:3]1[C:4]2[CH:15]=[C:14]([C:16]([F:19])([F:18])[F:17])[CH:13]=[CH:12][C:5]=2[S:6][C:7]=1[C:8]([O:10]C)=[O:9].O.[OH-].[Li+].O. Product: [CH3:1][NH:2][C:3]1[C:4]2[CH:15]=[C:14]([C:16]([F:19])([F:17])[F:18])[CH:13]=[CH:12][C:5]=2[S:6][C:7]=1[C:8]([OH:10])=[O:9]. The catalyst class is: 5. (3) Reactant: C(OC([N:8]1[CH2:12][CH2:11][CH2:10][CH:9]1[CH2:13][N:14]([C:26](=[O:37])[C:27]1[CH:32]=[CH:31][C:30]([O:33][CH3:34])=[C:29]([O:35][CH3:36])[CH:28]=1)[CH2:15][C:16]1[CH:25]=[CH:24][C:23]2[C:18](=[CH:19][CH:20]=[CH:21][CH:22]=2)[CH:17]=1)=O)(C)(C)C.C(=O)(O)[O-].[Na+].C(#N)C. The catalyst class is: 281. Product: [CH3:36][O:35][C:29]1[CH:28]=[C:27]([CH:32]=[CH:31][C:30]=1[O:33][CH3:34])[C:26]([N:14]([CH2:15][C:16]1[CH:25]=[CH:24][C:23]2[C:18](=[CH:19][CH:20]=[CH:21][CH:22]=2)[CH:17]=1)[CH2:13][C@@H:9]1[CH2:10][CH2:11][CH2:12][NH:8]1)=[O:37].